Dataset: Reaction yield outcomes from USPTO patents with 853,638 reactions. Task: Predict the reaction yield, written as a fraction of the theoretical maximum amount of product (1.0 means a 100% yield; for example, 0.34 means a 34% yield). (1) The reactants are Cl[C:2]1[CH:7]=[N:6][CH:5]=[C:4]([O:8][CH:9]([C:11]2[CH:16]=[CH:15][CH:14]=[C:13]([F:17])[CH:12]=2)[CH3:10])[N:3]=1.[NH:18]1[CH2:23][CH2:22][NH:21][CH2:20][CH2:19]1.C([O-])([O-])=O.[K+].[K+].C(OCC)(=O)C. The catalyst is C(#N)C.O. The product is [F:17][C:13]1[CH:12]=[C:11]([CH:9]([O:8][C:4]2[CH:5]=[N:6][CH:7]=[C:2]([N:18]3[CH2:23][CH2:22][NH:21][CH2:20][CH2:19]3)[N:3]=2)[CH3:10])[CH:16]=[CH:15][CH:14]=1. The yield is 0.550. (2) The reactants are [Br:1][C:2]1[CH:6]=[CH:5][N:4]([NH:7][C:8](=[O:19])[C@@H:9]([NH:11][C:12]([O:14][C:15]([CH3:18])([CH3:17])[CH3:16])=[O:13])[CH3:10])[C:3]=1[C:20]([O:22]C)=O.[CH3:24][O:25][C:26]1[CH:38]=[CH:37][C:29]([CH2:30][N:31]2[CH:35]=[C:34]([NH2:36])[CH:33]=[N:32]2)=[CH:28][CH:27]=1. No catalyst specified. The product is [Br:1][C:2]1[CH:6]=[CH:5][N:4]([NH:7][C:8](=[O:19])[C@@H:9]([NH:11][C:12](=[O:13])[O:14][C:15]([CH3:16])([CH3:17])[CH3:18])[CH3:10])[C:3]=1[C:20](=[O:22])[NH:36][C:34]1[CH:33]=[N:32][N:31]([CH2:30][C:29]2[CH:37]=[CH:38][C:26]([O:25][CH3:24])=[CH:27][CH:28]=2)[CH:35]=1. The yield is 0.600.